From a dataset of Catalyst prediction with 721,799 reactions and 888 catalyst types from USPTO. Predict which catalyst facilitates the given reaction. (1) Reactant: [C:1]([O:5][C:6](=[O:20])[N:7]([CH2:11][C:12]1[CH:17]=[C:16]([Br:18])[CH:15]=[CH:14][C:13]=1[OH:19])[CH2:8][CH2:9]O)([CH3:4])([CH3:3])[CH3:2].C1(P(C2C=CC=CC=2)C2C=CC=CC=2)C=CC=CC=1.N(C(OC(C)C)=O)=NC(OC(C)C)=O. Product: [Br:18][C:16]1[CH:15]=[CH:14][C:13]2[O:19][CH2:9][CH2:8][N:7]([C:6]([O:5][C:1]([CH3:4])([CH3:3])[CH3:2])=[O:20])[CH2:11][C:12]=2[CH:17]=1. The catalyst class is: 2. (2) Reactant: [CH3:1][O:2][C@@H:3]1[O:27][C@H:26]([CH2:28][O:29][CH2:30][C:31]2[CH:36]=[CH:35][C:34]([Cl:37])=[CH:33][C:32]=2[Cl:38])[C@@H:15]([O:16][CH2:17][C:18]2[CH:23]=[CH:22][C:21]([Cl:24])=[CH:20][C:19]=2[Cl:25])[C@H:4]1[O:5]CC1C=CC(Cl)=CC=1Cl.Cl[Sn](Cl)(Cl)Cl. Product: [CH3:1][O:2][C@@H:3]1[O:27][C@H:26]([CH2:28][O:29][CH2:30][C:31]2[CH:36]=[CH:35][C:34]([Cl:37])=[CH:33][C:32]=2[Cl:38])[C@@H:15]([O:16][CH2:17][C:18]2[CH:23]=[CH:22][C:21]([Cl:24])=[CH:20][C:19]=2[Cl:25])[C@H:4]1[OH:5]. The catalyst class is: 2.